From a dataset of Retrosynthesis with 50K atom-mapped reactions and 10 reaction types from USPTO. Predict the reactants needed to synthesize the given product. (1) Given the product CC(C)(C)OC(=O)N=C(NCCCC[C@H](NC(=O)OC(C)(C)C)C(=O)NCCCC[C@H](NC(=O)OC(C)(C)C)C(=O)NCCCC[C@H](NC(=O)OC(C)(C)C)C(=O)O)NC(=O)OC(C)(C)C, predict the reactants needed to synthesize it. The reactants are: COC(=O)[C@H](CCCCNC(=O)[C@H](CCCCNC(=O)[C@H](CCCCNC(=NC(=O)OC(C)(C)C)NC(=O)OC(C)(C)C)NC(=O)OC(C)(C)C)NC(=O)OC(C)(C)C)NC(=O)OC(C)(C)C. (2) Given the product CC(C)(C)OC(=O)N1CCC(C(=O)N2CCCCC2)CC1, predict the reactants needed to synthesize it. The reactants are: C1CCNCC1.CC(C)(C)OC(=O)N1CCC(C(=O)O)CC1.